Dataset: Catalyst prediction with 721,799 reactions and 888 catalyst types from USPTO. Task: Predict which catalyst facilitates the given reaction. (1) Reactant: [C:1]1([C:7]2([CH2:13][O:14][CH:15]([C:17]3[CH:18]=[C:19]([C:27]4[CH:32]=[CH:31][C:30]([C:33]#[N:34])=[CH:29][CH:28]=4)[CH:20]=[C:21]([C:23]([F:26])([F:25])[F:24])[CH:22]=3)[CH3:16])[CH2:12][CH2:11][NH:10][CH2:9][CH2:8]2)[CH:6]=[CH:5][CH:4]=[CH:3][CH:2]=1.[C:35]([BH3-])#N.[Na+].C=O. Product: [CH3:35][N:10]1[CH2:11][CH2:12][C:7]([CH2:13][O:14][CH:15]([C:17]2[CH:18]=[C:19]([C:27]3[CH:28]=[CH:29][C:30]([C:33]#[N:34])=[CH:31][CH:32]=3)[CH:20]=[C:21]([C:23]([F:25])([F:26])[F:24])[CH:22]=2)[CH3:16])([C:1]2[CH:2]=[CH:3][CH:4]=[CH:5][CH:6]=2)[CH2:8][CH2:9]1. The catalyst class is: 10. (2) Reactant: [F:1][C:2]([F:20])([F:19])[C:3](=O)[CH2:4][C:5]([C:7]1[CH:17]=[CH:16][C:10]2[O:11][CH2:12][C:13](=[O:15])[NH:14][C:9]=2[CH:8]=1)=O.[F:21][C:22]([F:32])([F:31])[C:23]1[CH:24]=[C:25]([NH:29][NH2:30])[CH:26]=[CH:27][CH:28]=1. Product: [F:1][C:2]([F:20])([F:19])[C:3]1[CH:4]=[C:5]([C:7]2[CH:17]=[CH:16][C:10]3[O:11][CH2:12][C:13](=[O:15])[NH:14][C:9]=3[CH:8]=2)[N:29]([C:25]2[CH:26]=[CH:27][CH:28]=[C:23]([C:22]([F:21])([F:32])[F:31])[CH:24]=2)[N:30]=1. The catalyst class is: 66. (3) Reactant: C[O:2][C:3]([C:5]1[CH:10]=[C:9]([Br:11])[C:8](=[O:12])[N:7]([CH2:13][CH:14]2[CH2:18][CH2:17][CH2:16][CH2:15]2)[C:6]=1[CH2:19][N:20]([CH2:31][C:32]([O:34][CH3:35])=[O:33])S(C1C=CC(C)=CC=1)(=O)=O)=O.C[O-].[Na+].Cl. Product: [CH3:35][O:34][C:32]([C:31]1[C:3]([OH:2])=[C:5]2[C:6](=[CH:19][N:20]=1)[N:7]([CH2:13][CH:14]1[CH2:18][CH2:17][CH2:16][CH2:15]1)[C:8](=[O:12])[C:9]([Br:11])=[CH:10]2)=[O:33]. The catalyst class is: 5. (4) Reactant: [F:1][C:2]1[S:6][C:5]([NH:7][CH2:8][C:9]2[CH:14]=[CH:13][C:12]([O:15][CH3:16])=[CH:11][CH:10]=2)=[N:4][CH:3]=1.C[Si]([N-][Si](C)(C)C)(C)C.[Li+].[Cl:27][C:28]1[C:37]2[C:32](=[CH:33][C:34]([S:38](OC3C(F)=C(F)C(F)=C(F)C=3F)(=[O:40])=[O:39])=[CH:35][CH:36]=2)[CH:31]=[N:30][N:29]=1. Product: [Cl:27][C:28]1[C:37]2[C:32](=[CH:33][C:34]([S:38]([N:7]([C:5]3[S:6][C:2]([F:1])=[CH:3][N:4]=3)[CH2:8][C:9]3[CH:14]=[CH:13][C:12]([O:15][CH3:16])=[CH:11][CH:10]=3)(=[O:40])=[O:39])=[CH:35][CH:36]=2)[CH:31]=[N:30][N:29]=1. The catalyst class is: 683.